Predict the reactants needed to synthesize the given product. From a dataset of Full USPTO retrosynthesis dataset with 1.9M reactions from patents (1976-2016). (1) The reactants are: [CH2:1]([N:3]([CH2:40][CH3:41])[C:4]1[CH:13]=[C:12]2[C:7]([CH:8]=[C:9]([C:15]([NH:17][C:18]3[CH:19]=[C:20]([NH:32]C(=O)OC(C)(C)C)[CH:21]=[C:22]([N:24]4[C:28](=[O:29])[CH:27]=[C:26]([CH3:30])[C:25]4=[O:31])[CH:23]=3)=[O:16])[C:10](=[O:14])[O:11]2)=[CH:6][CH:5]=1)[CH3:2].C(O)(C(F)(F)F)=O. Given the product [NH2:32][C:20]1[CH:19]=[C:18]([NH:17][C:15]([C:9]2[C:10](=[O:14])[O:11][C:12]3[C:7]([CH:8]=2)=[CH:6][CH:5]=[C:4]([N:3]([CH2:40][CH3:41])[CH2:1][CH3:2])[CH:13]=3)=[O:16])[CH:23]=[C:22]([N:24]2[C:28](=[O:29])[CH:27]=[C:26]([CH3:30])[C:25]2=[O:31])[CH:21]=1, predict the reactants needed to synthesize it. (2) Given the product [CH2:5]([O:12][C:13]1[C:20]([F:21])=[CH:19][CH:18]=[CH:17][C:14]=1[C:15]1([NH2:16])[CH2:2][CH2:1]1)[C:6]1[CH:7]=[CH:8][CH:9]=[CH:10][CH:11]=1, predict the reactants needed to synthesize it. The reactants are: [CH2:1]([Mg]Br)[CH3:2].[CH2:5]([O:12][C:13]1[C:20]([F:21])=[CH:19][CH:18]=[CH:17][C:14]=1[C:15]#[N:16])[C:6]1[CH:11]=[CH:10][CH:9]=[CH:8][CH:7]=1.B(F)(F)F.CCOCC. (3) Given the product [OH:9][CH2:8][CH2:7][O:6][C:5]1[C:10]([CH3:12])=[CH:11][C:2]([C:20]2[CH:21]=[CH:22][C:17]([C:14]([OH:16])=[O:15])=[CH:18][CH:19]=2)=[CH:3][C:4]=1[CH3:13], predict the reactants needed to synthesize it. The reactants are: Br[C:2]1[CH:11]=[C:10]([CH3:12])[C:5]([O:6][CH2:7][CH2:8][OH:9])=[C:4]([CH3:13])[CH:3]=1.[C:14]([C:17]1[CH:22]=[CH:21][C:20](B(O)O)=[CH:19][CH:18]=1)([OH:16])=[O:15].[F-].[Cs+].O1CCOCC1. (4) Given the product [CH3:38][S:39]([OH:42])(=[O:41])=[O:40].[C:1]([C:4]1[C:9]2[S:10][C:11]([C:14]([NH:16][C:17]3[CH:26]=[CH:25][C:24]4[C:19](=[CH:20][CH:21]=[CH:22][C:23]=4[C:27]([N:29]4[CH2:32][CH:31]([O:33][CH3:34])[CH2:30]4)=[O:28])[N:18]=3)=[O:15])=[C:12]([CH3:13])[C:8]=2[C:7]([CH2:35][O:36][CH3:37])=[CH:6][CH:5]=1)(=[O:3])[CH3:2], predict the reactants needed to synthesize it. The reactants are: [C:1]([C:4]1[C:9]2[S:10][C:11]([C:14]([NH:16][C:17]3[CH:26]=[CH:25][C:24]4[C:19](=[CH:20][CH:21]=[CH:22][C:23]=4[C:27]([N:29]4[CH2:32][CH:31]([O:33][CH3:34])[CH2:30]4)=[O:28])[N:18]=3)=[O:15])=[C:12]([CH3:13])[C:8]=2[C:7]([CH2:35][O:36][CH3:37])=[CH:6][CH:5]=1)(=[O:3])[CH3:2].[CH3:38][S:39]([OH:42])(=[O:41])=[O:40]. (5) Given the product [CH2:12]([O:9][C:3]1[CH:4]=[CH:5][C:6]([F:8])=[CH:7][C:2]=1[Cl:1])[C:13]1[CH:18]=[CH:17][CH:16]=[CH:15][CH:14]=1, predict the reactants needed to synthesize it. The reactants are: [Cl:1][C:2]1[CH:7]=[C:6]([F:8])[CH:5]=[CH:4][C:3]=1[OH:9].[H-].[Na+].[CH2:12](Br)[C:13]1[CH:18]=[CH:17][CH:16]=[CH:15][CH:14]=1. (6) Given the product [Br:1][C:2]1[CH:3]=[C:4]([N:12]2[CH2:17][CH2:16][N:15]([C:18](=[O:20])[CH3:19])[CH2:14][CH2:13]2)[CH:5]=[C:6]([C:8]([F:10])([F:11])[F:9])[CH:7]=1, predict the reactants needed to synthesize it. The reactants are: [Br:1][C:2]1[CH:3]=[C:4]([N:12]2[CH2:17][CH2:16][NH:15][CH2:14][CH2:13]2)[CH:5]=[C:6]([C:8]([F:11])([F:10])[F:9])[CH:7]=1.[C:18](Cl)(=[O:20])[CH3:19].C(N(CC)CC)C. (7) Given the product [CH:26]1([C@H:18]2[C@H:17]([CH3:29])[C@@H:16]([NH:30][C:31]3[N:36]=[C:35]([CH3:37])[CH:34]=[CH:33][N:32]=3)[C:15]3[C:20](=[CH:21][CH:22]=[C:13]([C:11]4[CH:12]=[N:8][NH:9][CH:10]=4)[CH:14]=3)[N:19]2[C:23](=[O:25])[CH3:24])[CH2:28][CH2:27]1, predict the reactants needed to synthesize it. The reactants are: C([N:8]1[CH:12]=[C:11]([C:13]2[CH:14]=[C:15]3[C:20](=[CH:21][CH:22]=2)[N:19]([C:23](=[O:25])[CH3:24])[C@@H:18]([CH:26]2[CH2:28][CH2:27]2)[C@H:17]([CH3:29])[C@H:16]3[NH:30][C:31]2[N:36]=[C:35]([CH3:37])[CH:34]=[CH:33][N:32]=2)[CH:10]=[N:9]1)C1C=CC=CC=1.C(O)=O. (8) Given the product [ClH:31].[CH2:1]1[C:10]2[C:5](=[CH:6][CH:7]=[CH:8][CH:9]=2)[CH2:4][CH2:3][N:2]1[C:11]1[N:12]=[C:13]([OH:30])[CH:14]=[C:15]2[C:19]([CH3:20])=[C:18]([CH3:21])[N:17]([CH2:22][C:23]3[CH:28]=[CH:27][CH:26]=[C:25]([F:29])[CH:24]=3)[C:16]=12, predict the reactants needed to synthesize it. The reactants are: [CH2:1]1[C:10]2[C:5](=[CH:6][CH:7]=[CH:8][CH:9]=2)[CH2:4][CH2:3][N:2]1[C:11]1[N:12]=[C:13]([OH:30])[CH:14]=[C:15]2[C:19]([CH3:20])=[C:18]([CH3:21])[N:17]([CH2:22][C:23]3[CH:28]=[CH:27][CH:26]=[C:25]([F:29])[CH:24]=3)[C:16]=12.[ClH:31]. (9) Given the product [F:1][C:2]1[CH:3]=[C:4]([C:12]2[CH:13]=[C:14]3[C:19](=[CH:20][CH:21]=2)[NH:18][C:17](=[O:22])[CH2:16][C:15]3([CH3:24])[CH3:23])[CH:5]=[CH:6][CH:7]=1, predict the reactants needed to synthesize it. The reactants are: [F:1][C:2]1[CH:3]=[C:4](B(O)O)[CH:5]=[CH:6][CH:7]=1.Br[C:12]1[CH:13]=[C:14]2[C:19](=[CH:20][CH:21]=1)[NH:18][C:17](=[O:22])[CH2:16][C:15]2([CH3:24])[CH3:23].C(=O)([O-])[O-].[K+].[K+]. (10) Given the product [Cl:1][C:2]1[CH:3]=[C:4]([CH:23]=[CH:24][C:25]=1[Cl:26])[CH2:5][N:6]1[C:14]2[C:9](=[C:10]([NH2:15])[CH:11]=[CH:12][CH:13]=2)[CH:8]=[C:7]1[C:18]([O:20][CH2:21][CH3:22])=[O:19], predict the reactants needed to synthesize it. The reactants are: [Cl:1][C:2]1[CH:3]=[C:4]([CH:23]=[CH:24][C:25]=1[Cl:26])[CH2:5][N:6]1[C:14]2[C:9](=[C:10]([N+:15]([O-])=O)[CH:11]=[CH:12][CH:13]=2)[CH:8]=[C:7]1[C:18]([O:20][CH2:21][CH3:22])=[O:19].[OH-].[Na+].